Dataset: Full USPTO retrosynthesis dataset with 1.9M reactions from patents (1976-2016). Task: Predict the reactants needed to synthesize the given product. (1) The reactants are: Cl[C:2]1[C:11]2[C:6](=[CH:7][CH:8]=[CH:9][CH:10]=2)[N:5]=[C:4]([N:12]2[CH2:18][C:17]3[CH:19]=[CH:20][CH:21]=[CH:22][C:16]=3[O:15][CH2:14][CH2:13]2)[CH:3]=1.[CH2:23]([NH2:26])[CH2:24][NH2:25]. Given the product [O:15]1[C:16]2[CH:22]=[CH:21][CH:20]=[CH:19][C:17]=2[CH2:18][N:12]([C:4]2[CH:3]=[C:2]([NH:25][CH2:24][CH2:23][NH2:26])[C:11]3[C:6](=[CH:7][CH:8]=[CH:9][CH:10]=3)[N:5]=2)[CH2:13][CH2:14]1, predict the reactants needed to synthesize it. (2) The reactants are: C(O[C:4]([C:6]1[N:7]=[C:8]([CH:11]2[CH2:16][CH2:15][N:14]([C:17]([N:19]3[CH2:24][CH2:23][N:22]([C:25]4[CH:30]=[CH:29][CH:28]=[CH:27][N:26]=4)[CH2:21][CH2:20]3)=[O:18])[CH2:13][CH2:12]2)[S:9][CH:10]=1)=[O:5])C.[NH2:31][C:32]1[CH:33]=[C:34]([CH:38]=[CH:39][C:40]=1[O:41][CH3:42])[C:35]([NH2:37])=[O:36].CN(C(ON1N=NC2C=CC=CC1=2)=[N+](C)C)C.F[P-](F)(F)(F)(F)F. Given the product [NH2:37][C:35]([C:34]1[CH:38]=[CH:39][C:40]([O:41][CH3:42])=[C:32]([NH:31][C:4]([C:6]2[N:7]=[C:8]([CH:11]3[CH2:16][CH2:15][N:14]([C:17]([N:19]4[CH2:24][CH2:23][N:22]([C:25]5[CH:30]=[CH:29][CH:28]=[CH:27][N:26]=5)[CH2:21][CH2:20]4)=[O:18])[CH2:13][CH2:12]3)[S:9][CH:10]=2)=[O:5])[CH:33]=1)=[O:36], predict the reactants needed to synthesize it. (3) Given the product [O:1]1[C:5]2[CH:6]=[CH:7][C:8]([C:10]3[CH:11]=[CH:12][C:13]([N:16]4[C:17](=[O:32])[N:18]([CH2:40][C:41]([O:43][CH3:44])=[O:42])[N:19]=[C:20]4[CH2:21][C@@H:22]4[CH2:26][CH2:25][N:24]([C:27]([CH:29]5[CH2:30][CH2:31]5)=[O:28])[CH2:23]4)=[CH:14][CH:15]=3)=[CH:9][C:4]=2[CH:3]=[CH:2]1, predict the reactants needed to synthesize it. The reactants are: [O:1]1[C:5]2[CH:6]=[CH:7][C:8]([C:10]3[CH:15]=[CH:14][C:13]([N:16]4[C:20]([CH2:21][C@@H:22]5[CH2:26][CH2:25][N:24]([C:27]([CH:29]6[CH2:31][CH2:30]6)=[O:28])[CH2:23]5)=[N:19][NH:18][C:17]4=[O:32])=[CH:12][CH:11]=3)=[CH:9][C:4]=2[CH:3]=[CH:2]1.C(=O)([O-])[O-].[K+].[K+].Cl[CH2:40][C:41]([O:43][CH3:44])=[O:42]. (4) Given the product [CH3:26][C:15]1[NH:16][C:17]2[N:18]([N:23]=[CH:24][CH:25]=2)[CH2:19][C:14]=1[C:12]([N:16]1[CH2:17][CH2:25][N:4]([C:5]2[CH:6]=[CH:2][CH:19]=[CH:14][CH:12]=2)[CH2:26][CH2:15]1)=[O:13], predict the reactants needed to synthesize it. The reactants are: N[C:2]1[CH:6]=[CH:5][NH:4]N=1.CC(O[C:12]([C:14]1[CH:19](C(C)C)[N:18]2[N:23]=[CH:24][CH:25]=[C:17]2[NH:16][C:15]=1[CH3:26])=[O:13])(C)C. (5) Given the product [CH3:1][O:2][C:3]1[CH:8]=[C:7]([N:9]2[CH2:10][CH2:11][N:12]([C:21](=[O:22])/[CH:20]=[CH:19]/[C:18]([F:17])([F:28])[C:24]([F:25])([F:26])[F:27])[CH2:13][CH2:14]2)[CH:6]=[C:5]([O:15][CH3:16])[N:4]=1, predict the reactants needed to synthesize it. The reactants are: [CH3:1][O:2][C:3]1[CH:8]=[C:7]([N:9]2[CH2:14][CH2:13][NH:12][CH2:11][CH2:10]2)[CH:6]=[C:5]([O:15][CH3:16])[N:4]=1.[F:17][C:18]([F:28])([C:24]([F:27])([F:26])[F:25])/[CH:19]=[CH:20]/[C:21](O)=[O:22].C(N(CC)CC)C.CN(C(ON1N=NC2C=CC=CC1=2)=[N+](C)C)C.F[P-](F)(F)(F)(F)F. (6) Given the product [NH2:7][C@@H:8]([CH2:28][CH:29]([CH3:31])[CH3:30])[CH2:9][O:10][C:11]1[C:12]([C:26]#[N:27])=[CH:13][C:14]2[C:24]3[C:19](=[CH:20][N:21]=[CH:22][CH:23]=3)[CH:18]([CH3:25])[O:17][C:15]=2[CH:16]=1, predict the reactants needed to synthesize it. The reactants are: C(OC(=O)[NH:7][C@@H:8]([CH2:28][CH:29]([CH3:31])[CH3:30])[CH2:9][O:10][C:11]1[C:12]([C:26]#[N:27])=[CH:13][C:14]2[C:24]3[C:19](=[CH:20][N:21]=[CH:22][CH:23]=3)[CH:18]([CH3:25])[O:17][C:15]=2[CH:16]=1)(C)(C)C.Cl.O1CCOCC1. (7) Given the product [N+:16]([C:19]1[CH:24]=[C:23]([N+:25]([O-:27])=[O:26])[CH:22]=[CH:21][C:20]=1[O-:28])([O-:18])=[O:17].[NH2:16][N+:4]1[CH:5]=[CH:6][C:7]([NH:8][C:9]([O:10][C:11]([CH3:12])([CH3:14])[CH3:13])=[O:15])=[C:2]([F:1])[CH:3]=1, predict the reactants needed to synthesize it. The reactants are: [F:1][C:2]1[CH:3]=[N:4][CH:5]=[CH:6][C:7]=1[NH:8][C:9](=[O:15])[O:10][C:11]([CH3:14])([CH3:13])[CH3:12].[N+:16]([C:19]1[CH:24]=[C:23]([N+:25]([O-:27])=[O:26])[CH:22]=[CH:21][C:20]=1[O:28]N)([O-:18])=[O:17].